From a dataset of NCI-60 drug combinations with 297,098 pairs across 59 cell lines. Regression. Given two drug SMILES strings and cell line genomic features, predict the synergy score measuring deviation from expected non-interaction effect. (1) Drug 1: CC1=CC2C(CCC3(C2CCC3(C(=O)C)OC(=O)C)C)C4(C1=CC(=O)CC4)C. Drug 2: CC1=C2C(C(=O)C3(C(CC4C(C3C(C(C2(C)C)(CC1OC(=O)C(C(C5=CC=CC=C5)NC(=O)C6=CC=CC=C6)O)O)OC(=O)C7=CC=CC=C7)(CO4)OC(=O)C)O)C)OC(=O)C. Cell line: K-562. Synergy scores: CSS=48.6, Synergy_ZIP=9.33, Synergy_Bliss=14.0, Synergy_Loewe=-27.3, Synergy_HSA=11.5. (2) Drug 1: CCC(=C(C1=CC=CC=C1)C2=CC=C(C=C2)OCCN(C)C)C3=CC=CC=C3.C(C(=O)O)C(CC(=O)O)(C(=O)O)O. Drug 2: CC1=C(C=C(C=C1)NC(=O)C2=CC=C(C=C2)CN3CCN(CC3)C)NC4=NC=CC(=N4)C5=CN=CC=C5. Cell line: HCC-2998. Synergy scores: CSS=2.37, Synergy_ZIP=3.35, Synergy_Bliss=5.88, Synergy_Loewe=1.31, Synergy_HSA=-0.752. (3) Drug 1: CC(C)CN1C=NC2=C1C3=CC=CC=C3N=C2N. Drug 2: C(CCl)NC(=O)N(CCCl)N=O. Cell line: OVCAR-5. Synergy scores: CSS=-5.32, Synergy_ZIP=1.44, Synergy_Bliss=-13.2, Synergy_Loewe=-2.50, Synergy_HSA=-8.33.